This data is from Full USPTO retrosynthesis dataset with 1.9M reactions from patents (1976-2016). The task is: Predict the reactants needed to synthesize the given product. Given the product [Cl:1][C:2]1[CH:3]=[C:4]([C:9]2[S:13][C:12]([C:14]([OH:16])=[O:15])=[CH:11][C:10]=2[C:19]2[CH:24]=[CH:23][CH:22]=[C:21]([C:25]#[N:26])[CH:20]=2)[CH:5]=[C:6]([F:8])[CH:7]=1, predict the reactants needed to synthesize it. The reactants are: [Cl:1][C:2]1[CH:3]=[C:4]([C:9]2[S:13][C:12]([C:14]([O:16]CC)=[O:15])=[CH:11][C:10]=2[C:19]2[CH:24]=[CH:23][CH:22]=[C:21]([C:25]#[N:26])[CH:20]=2)[CH:5]=[C:6]([F:8])[CH:7]=1.[OH-].[Li+].O.Cl.